Dataset: CYP2D6 inhibition data for predicting drug metabolism from PubChem BioAssay. Task: Regression/Classification. Given a drug SMILES string, predict its absorption, distribution, metabolism, or excretion properties. Task type varies by dataset: regression for continuous measurements (e.g., permeability, clearance, half-life) or binary classification for categorical outcomes (e.g., BBB penetration, CYP inhibition). Dataset: cyp2d6_veith. (1) The molecule is CC(C)CN1CC[C@@]2(CCCN(C(=O)c3ccncc3)C2)C1. The result is 1 (inhibitor). (2) The drug is C=CC[N+]1(CC#CCOC(c2ccccc2)c2ccccc2)CCOCC1.[Cl-]. The result is 1 (inhibitor). (3) The molecule is Cc1ccc(-n2c(-c3ccc(Br)cc3)c[n+]3c2CCc2ccc4cccnc4c2-3)cc1.[Br-]. The result is 1 (inhibitor). (4) The compound is COC(=O)C[C@](O)(CCCC(C)(C)O)C(=O)O[C@@H]1C(OC)=C[C@]23CCCN2CCc2cc4c(cc2[C@H]13)OCO4. The result is 0 (non-inhibitor). (5) The molecule is CCOC(=O)Cc1csc(NC(=O)c2ccc(S(=O)(=O)N3CCCCC3)cc2)n1. The result is 0 (non-inhibitor). (6) The molecule is COc1ccc(CCNC(=O)Cc2cc(OC)c(OC)cc2[N+](=O)[O-])cc1OC. The result is 0 (non-inhibitor). (7) The drug is O=C(c1ccncc1)N1CCC2(CCN(Cc3cc(C(F)(F)F)cc(C(F)(F)F)c3)CC2)CC1. The result is 0 (non-inhibitor).